This data is from Forward reaction prediction with 1.9M reactions from USPTO patents (1976-2016). The task is: Predict the product of the given reaction. (1) The product is: [ClH:37].[C:1]([C:3]1[CH:4]=[C:5]([C:13]2[O:17][N:16]=[C:15]([C:18]3[CH:27]=[CH:26][CH:25]=[C:24]4[C:19]=3[CH:20]=[CH:21][N:22]=[C:23]4[CH2:28][CH2:29][C:30]([OH:32])=[O:31])[N:14]=2)[CH:6]=[CH:7][C:8]=1[O:9][CH:10]([CH3:12])[CH3:11])#[N:2]. Given the reactants [C:1]([C:3]1[CH:4]=[C:5]([C:13]2[O:17][N:16]=[C:15]([C:18]3[CH:27]=[CH:26][CH:25]=[C:24]4[C:19]=3[CH:20]=[CH:21][N:22]=[C:23]4[CH2:28][CH2:29][C:30]([O:32]C(C)(C)C)=[O:31])[N:14]=2)[CH:6]=[CH:7][C:8]=1[O:9][CH:10]([CH3:12])[CH3:11])#[N:2].[ClH:37], predict the reaction product. (2) Given the reactants [CH2:1]([O:3][C:4]([N:6]1[CH:11]2[CH2:12][CH2:13][CH:7]1[CH2:8][CH:9]([N:14]1[CH2:19][CH2:18][CH:17]([NH:20][C:21]3[CH:26]=[CH:25][C:24]([F:27])=[CH:23][CH:22]=3)[CH2:16][CH2:15]1)[CH2:10]2)=[O:5])[CH3:2].CCN(CC)CC.[CH:35]1([C:41](Cl)=[O:42])[CH2:40][CH2:39][CH2:38][CH2:37][CH2:36]1.[OH-].[Na+], predict the reaction product. The product is: [CH2:1]([O:3][C:4]([N:6]1[CH:11]2[CH2:12][CH2:13][CH:7]1[CH2:8][CH:9]([N:14]1[CH2:15][CH2:16][CH:17]([N:20]([C:41]([CH:35]3[CH2:40][CH2:39][CH2:38][CH2:37][CH2:36]3)=[O:42])[C:21]3[CH:22]=[CH:23][C:24]([F:27])=[CH:25][CH:26]=3)[CH2:18][CH2:19]1)[CH2:10]2)=[O:5])[CH3:2]. (3) Given the reactants [S:1]1[CH:5]=[CH:4][C:3]([C:6]2[C:14]3[O:13][CH:12]([CH2:15][NH2:16])[CH2:11][C:10]=3[CH:9]=[CH:8][CH:7]=2)=[CH:2]1.C(N(C(C)C)CC)(C)C.Cl[C:27]([O:29][CH2:30][C:31]1[CH:36]=[CH:35][CH:34]=[CH:33][CH:32]=1)=[O:28].C(OC(=O)NCC1CC2C=CC=C(C3CCCC3)C=2O1)C1C=CC=CC=1, predict the reaction product. The product is: [CH2:30]([O:29][C:27](=[O:28])[NH:16][CH2:15][CH:12]1[CH2:11][C:10]2[CH:9]=[CH:8][CH:7]=[C:6]([C:3]3[CH:4]=[CH:5][S:1][CH:2]=3)[C:14]=2[O:13]1)[C:31]1[CH:36]=[CH:35][CH:34]=[CH:33][CH:32]=1. (4) Given the reactants [NH2:1][C:2]1[CH:3]=[CH:4][C:5]([CH3:24])=[C:6]([CH:23]=1)[O:7][C:8]1[N:13]=[C:12]2[S:14][C:15]([NH:17][C:18]([CH:20]3[CH2:22][CH2:21]3)=[O:19])=[N:16][C:11]2=[CH:10][CH:9]=1.[CH:25]1[CH:26]=[CH:27][C:28]2N(O)N=[N:31][C:29]=2[CH:30]=1.Cl.[CH2:36](N=C=NCCCN(C)C)C.[C:47](OCC)(=[O:49])C, predict the reaction product. The product is: [CH3:24][C:5]1[CH:4]=[CH:3][C:2]([NH:1][C:47](=[O:49])/[CH:28]=[CH:27]/[C:26]2[CH:36]=[N:31][CH:29]=[CH:30][CH:25]=2)=[CH:23][C:6]=1[O:7][C:8]1[N:13]=[C:12]2[S:14][C:15]([NH:17][C:18]([CH:20]3[CH2:22][CH2:21]3)=[O:19])=[N:16][C:11]2=[CH:10][CH:9]=1. (5) Given the reactants [CH3:1][C:2]1[N:7]=[C:6]([C:8]([OH:10])=O)[CH:5]=[CH:4][C:3]=1[N+:11]([O-:13])=[O:12].[N:14]1([CH2:20][CH2:21][NH2:22])[CH2:19][CH2:18][O:17][CH2:16][CH2:15]1.CN(C(ON1N=NC2C=CC=CC1=2)=[N+](C)C)C.[B-](F)(F)(F)F.CCN(C(C)C)C(C)C, predict the reaction product. The product is: [CH3:1][C:2]1[N:7]=[C:6]([C:8]([NH:22][CH2:21][CH2:20][N:14]2[CH2:19][CH2:18][O:17][CH2:16][CH2:15]2)=[O:10])[CH:5]=[CH:4][C:3]=1[N+:11]([O-:13])=[O:12]. (6) The product is: [C:1]([O:5][C:6]([N:8]1[CH2:12][CH2:11][C@H:10]([C@H:13]([OH:14])[CH:22]([CH2:23][CH3:24])[CH2:21][CH3:20])[CH2:9]1)=[O:7])([CH3:4])([CH3:3])[CH3:2]. Given the reactants [C:1]([O:5][C:6]([N:8]1[CH2:12][CH2:11][C@H:10]([CH:13]=[O:14])[CH2:9]1)=[O:7])([CH3:4])([CH3:3])[CH3:2].C1COCC1.[CH3:20][CH2:21][CH:22]([Mg]Br)[CH2:23][CH3:24].CCOCC.[NH4+].[Cl-], predict the reaction product. (7) The product is: [O:25]=[C:18]([NH:17][C:13]1[CH:14]=[CH:15][CH:16]=[C:11]([C:2]2[CH:3]=[N:4][C:5]3[C:10](=[CH:9][CH:8]=[CH:7][CH:6]=3)[N:1]=2)[CH:12]=1)[CH2:19][C:20]([O:22][CH2:23][CH3:24])=[O:21]. Given the reactants [N:1]1[C:10]2[C:5](=[CH:6][CH:7]=[CH:8][CH:9]=2)[N:4]=[CH:3][C:2]=1[C:11]1[CH:12]=[C:13]([NH2:17])[CH:14]=[CH:15][CH:16]=1.[C:18](OCC)(=[O:25])[CH2:19][C:20]([O:22][CH2:23][CH3:24])=[O:21], predict the reaction product. (8) Given the reactants [Br:1][CH2:2][C:3]([C:5]1[CH:10]=[CH:9][C:8]([Br:11])=[CH:7][CH:6]=1)=[O:4].[O:12]1[CH:16]2[O:17][CH2:18][CH2:19][N:15]2[CH2:14][CH2:13]1, predict the reaction product. The product is: [Br-:1].[Br:11][C:8]1[CH:9]=[CH:10][C:5]([C:3](=[O:4])[CH2:2][N+:15]23[CH2:19][CH2:18][O:17][CH:16]2[O:12][CH2:13][CH2:14]3)=[CH:6][CH:7]=1. (9) Given the reactants B.[Cl:2][C:3]1[CH:8]=[CH:7][C:6]([C:9]2([C:12](O)=[O:13])[CH2:11][CH2:10]2)=[CH:5][CH:4]=1, predict the reaction product. The product is: [Cl:2][C:3]1[CH:4]=[CH:5][C:6]([C:9]2([CH2:12][OH:13])[CH2:10][CH2:11]2)=[CH:7][CH:8]=1.